Dataset: Reaction yield outcomes from USPTO patents with 853,638 reactions. Task: Predict the reaction yield, written as a fraction of the theoretical maximum amount of product (1.0 means a 100% yield; for example, 0.34 means a 34% yield). (1) The catalyst is C(O)C. The reactants are C[N:2](C)[CH:3]=[CH:4][C:5]([C:7]1[C:12](=[O:13])[CH:11]=[CH:10][N:9]([C:14]2[CH:19]=[CH:18][CH:17]=[C:16]([C:20]([F:23])([F:22])[F:21])[CH:15]=2)[N:8]=1)=O.Cl.[CH3:26][C:27]1[CH:28]=[C:29]([NH:33]N)[CH:30]=[CH:31][CH:32]=1.CCN(CC)CC. The yield is 0.210. The product is [CH3:26][C:27]1[CH:28]=[C:29]([N:33]2[C:5]([C:7]3[C:12](=[O:13])[CH:11]=[CH:10][N:9]([C:14]4[CH:19]=[CH:18][CH:17]=[C:16]([C:20]([F:23])([F:22])[F:21])[CH:15]=4)[N:8]=3)=[CH:4][CH:3]=[N:2]2)[CH:30]=[CH:31][CH:32]=1. (2) The reactants are C[O:2][C:3]([C:5]1[C:10]([C:11]2[CH:16]=[CH:15][CH:14]=[C:13]([C:17]([F:20])([F:19])[F:18])[CH:12]=2)=[CH:9][C:8]([CH3:21])=[C:7]([C:22]([N:24]2[CH2:29][CH2:28][CH:27]([N:30]3[CH2:34][CH2:33][CH2:32][CH2:31]3)[CH2:26][CH2:25]2)=[O:23])[N:6]=1)=[O:4].[OH-].[Li+]. The catalyst is C1COCC1.CO. The product is [CH3:21][C:8]1[CH:9]=[C:10]([C:11]2[CH:16]=[CH:15][CH:14]=[C:13]([C:17]([F:19])([F:18])[F:20])[CH:12]=2)[C:5]([C:3]([OH:4])=[O:2])=[N:6][C:7]=1[C:22]([N:24]1[CH2:25][CH2:26][CH:27]([N:30]2[CH2:31][CH2:32][CH2:33][CH2:34]2)[CH2:28][CH2:29]1)=[O:23]. The yield is 0.620. (3) The reactants are [CH2:1]([NH:5][CH2:6][C:7]1[CH:12]=[CH:11][C:10]([C:13]([F:16])([F:15])[F:14])=[CH:9][CH:8]=1)[CH:2]([CH3:4])[CH3:3].C(N(C(C)C)C(C)C)C.Cl[C:27](=[O:49])[CH2:28][O:29][C:30]1[CH:35]=[CH:34][C:33]([CH2:36][CH2:37][O:38][C:39]2[CH:48]=[CH:47][CH:46]=[CH:45][C:40]=2[C:41]([O:43][CH3:44])=[O:42])=[CH:32][CH:31]=1. The catalyst is C(#N)C. The product is [CH2:1]([N:5]([CH2:6][C:7]1[CH:8]=[CH:9][C:10]([C:13]([F:14])([F:15])[F:16])=[CH:11][CH:12]=1)[C:27](=[O:49])[CH2:28][O:29][C:30]1[CH:31]=[CH:32][C:33]([CH2:36][CH2:37][O:38][C:39]2[CH:48]=[CH:47][CH:46]=[CH:45][C:40]=2[C:41]([O:43][CH3:44])=[O:42])=[CH:34][CH:35]=1)[CH:2]([CH3:4])[CH3:3]. The yield is 0.776.